Dataset: Drug-target binding data from BindingDB using Ki measurements. Task: Regression. Given a target protein amino acid sequence and a drug SMILES string, predict the binding affinity score between them. We predict pKi (pKi = -log10(Ki in M); higher means stronger inhibition). Dataset: bindingdb_ki. (1) The drug is O=C(O)Cc1ccccc1Br. The target protein sequence is ASRLLLNNGAKMPILGLGTWKSPPGQVTEAVKVAIDVGYRHIDCAHVYQNENEVGVAIQEKLREQVVKREELFIVSKLWCTYHEKGLVKGACQKTLSDLKLDYLDLYLIHWPTGFKPGKEFFPLDESGNVVPSDTNILDTWAAMEELVDEGLVKAIGISNFNHLQVEMILNKPGLKYKPAVNQIECHPYLTQEKLIQYCQSKGIVVTAYSPLGSPDRPYAKPEDPSLLEDPRIKAIAAKHNKTTAQVLIRFPMQRNLVVIPKSVTPERIAENFKVFDFELSSQDMTTLLSYNRNWRVAALLSCTSHKDYPFHEEF. The pKi is 5.0. (2) The small molecule is COC(=O)N[C@H](C(=O)N[C@@H](Cc1ccccc1)[C@@H](O)CN(Cc1ccc(-c2ccccn2)cc1)NC(=O)[C@@H](NC(=O)OC)C(C)(C)C)C(C)(C)C. The target protein sequence is PQITLWQRPIVTVKIGGQLKEALLDTGADDTVIEDINLPGKWKPKMIGGIGGFVKVRQYDQIHIEICGKKAIGTVLVGPTPVNIIGRNMLTQIGCTLNF. The pKi is 8.9. (3) The drug is NOC(=O)c1cc(Cl)c(Cl)c(C(=O)ON)c1. The target protein (P23589) has sequence MLRRDPRKPLAILRHVGLLCATGPQRWRFQHSCAEEHSNCARHPLWTGPVSSAEGTRQSPINIQWKDSVYDPQLAPLRVSYDAASCRYLWNTGYFFQVEFDDSCEDSGISGGPLGNHYRLKQFHFHWGATDEWGSEHAVDGHTYPAELHLVHWNSTKYENYKKASVGENGLAVIGVFLKLGAHHQALQKLVDVLPEVRHKDTQVAMGPFDPSCLLPACRDYWTYPGSLTTPPLAESVTWIVQKTPVEVSPSQLSTFRTLLFSGRGEEEDVMVNNYRPLQPLRDRKLRSSFRLDRTKMRS. The pKi is 6.2. (4) The compound is O=P(O)(O)Cc1ccc(CCl)cc1. The target protein (Q9D358) has sequence MAEVGSKSVLFVCLGNICRSPIAEAVFRKLVTDEKVSDNWRIDSAATSTYEVGNPPDYRGQNCMRKHGIHMQHIARQITKEDFATFDYILCMDESNLRDLNRKSNQVKNCKAKIELLGSYDPQKQLIIEDPYYGNDSDFEVVYQQCLRCCKAFLEKTY. The pKi is 4.3. (5) The small molecule is OCCN1CCN(CC/C=C2\c3ccccc3Sc3ccc(C(F)(F)F)cc32)CC1. The target protein sequence is MGNRSTADADGLLAGRGPAAGASAGASAGLAGQGAAALVGGVLLIGAVLAGNSLVCVSVATERALQTPTNSFIVSLAAADLLLALLVLPLFVYSEVQGGAWLLSPRLCDALMAMDVMLCTASIFNLCAISVDRFVAVAVPLRYNRQGGSRRQLLLIGATWLLSAAVAAPVLCGLNDVRGRDPAVCRLEDRDYVVYSSVCSFFLPCPLMLLLYWATFRGLQRWEVARRAKLHGRAPRRPSGPGPPSPTPPAPRLPQDPCGPDCAPPAPGLPRGPCGPDCAPAAPGLPPDPCGPDCAPPAPGLPQDPCGPDCAPPAPGLPRGPCGPDCAPPAPGLPQDPCGPDCAPPAPGLPPDPCGSNCAPPDAVRAAALPPQTPPQTRRRRRAKITGRERKAMRVLPVVVGAFLLCWTPFFVVHITQALCPACSVPPRLVSAVTWLGYVNSALNPVIYTVFNAEFRNVFRKALRACC. The pKi is 8.8. (6) The small molecule is CCC(C)C(NC(=O)C(C)NC(=O)C(Cc1cnc[nH]1)NC(=O)C1CCCN1C(=O)CNC(=O)C(CC(C)C)NC(=O)C(CC(C)C)NC(=O)C(Cc1ccc(O)cc1)NC(=O)CNC(=O)C(C)NC(=O)C(CO)NC(=O)C(CC(N)=O)NC(=O)C(CC(C)C)NC(=O)C(NC(=O)C(Cc1c[nH]c2ccccc12)NC(=O)CN)C(C)O)C(=O)NC(CC(=O)O)C(=O)NC(CC(N)=O)C(=O)NC(Cc1cnc[nH]1)C(=O)NC(CCCN=C(N)N)C(=O)NC(CO)C(=O)NC(Cc1ccccc1)C(=O)NC(Cc1cnc[nH]1)C(=O)NC(CC(=O)O)C(=O)NC(CCCCN)C(=O)NC(CCc1ccc(O)cc1)C(=O)NCC(=O)NC(CC(C)C)C(N)=O. The target protein (O88626) has sequence MADIQNISLDSPGSVGAVAVPVIFALIFLLGMVGNGLVLAVLLQPGPSAWQEPRSTTDLFILNLAVADLCFILCCVPFQAAIYTLDAWLFGAFVCKTVHLLIYLTMYASSFTLAAVSLDRYLAVRHPLRSRALRTPRNARAAVGLVWLLAALFSAPYLSYYGTVRYGALELCVPAWEDARRRALDVATFAAGYLLPVAVVSLAYGRTLCFLWAAVGPAGAAAAEARRRATGRAGRAMLAVAALYALCWGPHHALILCFWYGRFAFSPATYACRLASHCLAYANSCLNPLVYSLASRHFRARFRRLWPCGRRRHRHHHRAHRALRRVQPASSGPAGYPGDARPRGWSMEPRGDALRGGGETRLTLSPRGPQ. The pKi is 6.0. (7) The small molecule is NC(=O)c1cccc(-c2cc(C3CC4CCC3N4)cnc2F)c1. The target protein sequence is MANSGTGAPPPLLLLPLLLLLGTGLLPASSHIETRAHAEERLLKRLFSGYNKWSRPVANISDVVLVRFGLSIAQLIDVDEKNQMMTTNVWVKQEWHDYKLRWDPGDYENVTSIRIPSELIWRPDIVLYNNADGDFAVTHLTKAHLFYDGRVQWTPPAIYKSSCSIDVTFFPFDQQNCTMKFGSWTYDKAKIDLVSMHSRVDQLDFWESGEWVIVDAVGTYNTRKYECCAEIYPDITYAFIIRRLPLFYTINLIIPCLLISCLTVLVFYLPSECGEKVTLCISVLLSLTVFLLLITEIIPSPTSLVIPLIGEYLLFTMIFVTLSIVITVFVLNVHHRSPRTHTMPAWVRRVFLDIVPRLLFMKRPSVVKDNCRRLIESMHKMANAPRFWPEPVGEPGILSDICNQGLSPAPTFCNPTDTAVETQPTCRSPPLEVPDLKTSEVEKASPCPSPGSCPPPKSSSGAPMLIKARSLSVQHVPSSQEAAEDGIRCRSRSIQYCVSQ.... The pKi is 9.3.